Dataset: Forward reaction prediction with 1.9M reactions from USPTO patents (1976-2016). Task: Predict the product of the given reaction. (1) Given the reactants B(O)O.Br[C:5]1[CH:6]=[C:7]([CH:10]=[CH:11][N:12]=1)[CH:8]=[O:9].[O:13]1[CH:17]=[CH:16][CH:15]=[C:14]1B(O)O, predict the reaction product. The product is: [O:13]1[CH:17]=[CH:16][CH:15]=[C:14]1[C:5]1[CH:6]=[C:7]([CH:10]=[CH:11][N:12]=1)[CH:8]=[O:9]. (2) Given the reactants [NH2:1][C:2]1[N:10]=[C:9]2[C:5]([N:6]=[CH:7][N:8]2[C@H:11]2[O:17][C@@H:16]([CH2:18][OH:19])[C@H:14]([OH:15])[C@@H:12]2[OH:13])=[C:4]([S:20][NH2:21])[N:3]=1.O.C1C=C(Cl)C=C(C(OO)=[O:31])C=1, predict the reaction product. The product is: [NH2:1][C:2]1[N:10]=[C:9]2[C:5]([N:6]=[CH:7][N:8]2[C@H:11]2[O:17][C@@H:16]([CH2:18][OH:19])[C@H:14]([OH:15])[C@@H:12]2[OH:13])=[C:4]([S:20]([NH2:21])=[O:31])[N:3]=1. (3) Given the reactants C(N(CC)CC)C.[Br:8][C:9]1[CH:17]=[CH:16][C:15]([S:18]([CH:21]([CH3:23])[CH3:22])(=[O:20])=[O:19])=[CH:14][C:10]=1[C:11]([NH2:13])=O.FC(F)(F)C(OC(=O)C(F)(F)F)=O, predict the reaction product. The product is: [Br:8][C:9]1[CH:17]=[CH:16][C:15]([S:18]([CH:21]([CH3:23])[CH3:22])(=[O:20])=[O:19])=[CH:14][C:10]=1[C:11]#[N:13]. (4) Given the reactants [NH2:1][CH2:2][C:3]1[CH:9]=[CH:8][C:7]([O:10][CH3:11])=[CH:6][C:4]=1[NH2:5].[C:12](C1NC=CN=1)(C1NC=CN=1)=[O:13], predict the reaction product. The product is: [CH3:11][O:10][C:7]1[CH:6]=[C:4]2[C:3]([CH2:2][NH:1][C:12](=[O:13])[NH:5]2)=[CH:9][CH:8]=1. (5) Given the reactants P([O-])([O-])([O-])=O.[K+].[K+].[K+].[CH:9]1([C:12]2[N:17]=[CH:16][C:15](B(O)O)=[CH:14][CH:13]=2)[CH2:11][CH2:10]1.Cl[C:22]1[CH:23]=[CH:24][C:25]2[N:31]3[CH2:32][C@H:28]([CH2:29][CH2:30]3)[N:27]([C:33]([NH:35][C:36]3[CH:41]=[N:40][CH:39]=[CH:38][N:37]=3)=[O:34])[C:26]=2[N:42]=1.CC(C1C=C(C(C)C)C(C2C=CC=CC=2P(C2CCCCC2)C2CCCCC2)=C(C(C)C)C=1)C, predict the reaction product. The product is: [CH:9]1([C:12]2[N:17]=[CH:16][C:15]([C:22]3[CH:23]=[CH:24][C:25]4[N:31]5[CH2:32][C@H:28]([CH2:29][CH2:30]5)[N:27]([C:33]([NH:35][C:36]5[CH:41]=[N:40][CH:39]=[CH:38][N:37]=5)=[O:34])[C:26]=4[N:42]=3)=[CH:14][CH:13]=2)[CH2:11][CH2:10]1. (6) Given the reactants N1(N[C:8]([C:10]2[CH:40]=[CH:39][C:13]3[N:14]([CH:33]4[CH2:38][CH2:37][CH2:36][CH2:35][CH2:34]4)[C:15]([C:17]4[CH:18]=[C:19]5[C:24](=[CH:25][CH:26]=4)[N:23]=[C:22]([C:27]4[CH:32]=[CH:31][CH:30]=[CH:29][CH:28]=4)[CH:21]=[N:20]5)=[N:16][C:12]=3[CH:11]=2)=[O:9])CCOCC1.[NH2:41][C:42]1[CH:51]=[CH:50][CH:49]=[C:48]2[C:43]=1[CH:44]=[CH:45][CH:46]=[C:47]2[OH:52], predict the reaction product. The product is: [OH:52][C:47]1[CH:46]=[CH:45][CH:44]=[C:43]2[C:48]=1[CH:49]=[CH:50][CH:51]=[C:42]2[NH:41][C:8]([C:10]1[CH:40]=[CH:39][C:13]2[N:14]([CH:33]3[CH2:38][CH2:37][CH2:36][CH2:35][CH2:34]3)[C:15]([C:17]3[CH:18]=[C:19]4[C:24](=[CH:25][CH:26]=3)[N:23]=[C:22]([C:27]3[CH:32]=[CH:31][CH:30]=[CH:29][CH:28]=3)[CH:21]=[N:20]4)=[N:16][C:12]=2[CH:11]=1)=[O:9]. (7) Given the reactants [CH2:1]([C:3]1[C:8]([CH:9]=O)=[CH:7][CH:6]=[CH:5][C:4]=1[C:11]1[N:15]=[C:14]([C:16]2[CH:17]=[CH:18][C:19]([CH2:24][CH:25]([CH3:27])[CH3:26])=[C:20]([CH:23]=2)[C:21]#[N:22])[S:13][N:12]=1)[CH3:2].C([O-])(=O)C.[Na+].[NH:33]1[CH2:38][CH2:37][CH:36]([C:39]([O:41]CC)=[O:40])[CH2:35][CH2:34]1.C(O[BH-](OC(=O)C)OC(=O)C)(=O)C.[Na+], predict the reaction product. The product is: [C:21]([C:20]1[CH:23]=[C:16]([C:14]2[S:13][N:12]=[C:11]([C:4]3[C:3]([CH2:1][CH3:2])=[C:8]([CH2:9][N:33]4[CH2:34][CH2:35][CH:36]([C:39]([OH:41])=[O:40])[CH2:37][CH2:38]4)[CH:7]=[CH:6][CH:5]=3)[N:15]=2)[CH:17]=[CH:18][C:19]=1[CH2:24][CH:25]([CH3:27])[CH3:26])#[N:22]. (8) The product is: [Br:1][C:2]1[CH:8]=[C:7]([CH3:9])[CH:5]=[C:4]([O:10][CH3:11])[CH:3]=1. Given the reactants [Br:1][C:2]1[CH:8]=[C:7]([CH3:9])[C:5](N)=[C:4]([O:10][CH3:11])[CH:3]=1.Cl.N([O-])=O.[Na+].O[PH2]=O, predict the reaction product. (9) Given the reactants [CH3:1][C:2]([CH3:45])([CH3:44])[C@@H:3]([C:18]([N:20]1[CH2:28][C@H:27]([O:29][C:30]2[C:31](C=C)=[N:32][C:33]3[C:38]([CH:39]=2)=[CH:37][C:36]([O:40][CH3:41])=[CH:35][CH:34]=3)[CH2:26][C@H:21]1[C:22]([O:24][CH3:25])=[O:23])=[O:19])[NH:4][C:5]([O:7][C@@H:8]1[CH2:12][CH2:11][CH2:10][C@H:9]1[CH2:13][CH2:14][CH2:15][CH:16]=[CH2:17])=[O:6], predict the reaction product. The product is: [C:2]([C@H:3]1[C:18](=[O:19])[N:20]2[CH2:28][C@@H:27]([CH2:26][C@H:21]2[C:22]([O:24][CH3:25])=[O:23])[O:29][C:30]2[C:31](=[N:32][C:33]3[C:38]([CH:39]=2)=[CH:37][C:36]([O:40][CH3:41])=[CH:35][CH:34]=3)[CH:17]=[CH:16][CH2:15][CH2:14][CH2:13][C@@H:9]2[CH2:10][CH2:11][CH2:12][C@H:8]2[O:7][C:5](=[O:6])[NH:4]1)([CH3:44])([CH3:45])[CH3:1].